This data is from Forward reaction prediction with 1.9M reactions from USPTO patents (1976-2016). The task is: Predict the product of the given reaction. (1) Given the reactants [Cl:1][C:2]1[CH:10]=[CH:9][C:5]([C:6]([OH:8])=O)=[CH:4][CH:3]=1.C(Cl)(=O)C1C=CC=CC=1.[Cl:20][C:21]1[CH:27]=[CH:26][C:24]([NH2:25])=[CH:23][CH:22]=1, predict the reaction product. The product is: [NH2:25][C:24]1[CH:26]=[CH:27][C:21]([Cl:20])=[CH:22][C:23]=1[C:6]([C:5]1[CH:4]=[CH:3][C:2]([Cl:1])=[CH:10][CH:9]=1)=[O:8]. (2) Given the reactants [H-].[Al+3].[Li+].[H-].[H-].[H-].[C:7]([NH:15][C:16]1[CH:17]=[C:18]([O:22]C(=O)C2C=CC=CC=2)[CH:19]=[CH:20][CH:21]=1)(=O)[C:8]1[CH:13]=[CH:12][CH:11]=[CH:10][CH:9]=1.C(O)C1C=CC=CC=1, predict the reaction product. The product is: [CH2:7]([NH:15][C:16]1[CH:17]=[C:18]([OH:22])[CH:19]=[CH:20][CH:21]=1)[C:8]1[CH:9]=[CH:10][CH:11]=[CH:12][CH:13]=1. (3) Given the reactants C1(P(C2C=CC=CC=2)C2C=CC=CC=2)C=CC=CC=1.[OH:20][CH2:21][CH:22]1[CH2:25][N:24]([C:26]([O:28][C:29]([CH3:32])([CH3:31])[CH3:30])=[O:27])[CH2:23]1.[CH3:33][C:34]1([CH3:48])[C:38]([CH3:40])([CH3:39])[O:37][B:36]([C:41]2[CH:46]=[CH:45][C:44](O)=[CH:43][CH:42]=2)[O:35]1.N(C(N1CCCCC1)=O)=NC(N1CCCCC1)=O, predict the reaction product. The product is: [C:29]([O:28][C:26]([N:24]1[CH2:25][CH:22]([CH2:21][O:20][C:44]2[CH:45]=[CH:46][C:41]([B:36]3[O:37][C:38]([CH3:40])([CH3:39])[C:34]([CH3:48])([CH3:33])[O:35]3)=[CH:42][CH:43]=2)[CH2:23]1)=[O:27])([CH3:32])([CH3:31])[CH3:30]. (4) The product is: [C:1]([NH:9][C:10]([NH:12][C:13]1([C:30]2[CH:35]=[CH:34][CH:33]=[CH:32][CH:31]=2)[CH:17]([CH2:18][OH:19])[CH2:16][N:15]([C:20]([O:22][CH2:23][C:24]2[CH:25]=[CH:26][CH:27]=[CH:28][CH:29]=2)=[O:21])[CH2:14]1)=[S:11])(=[O:8])[C:2]1[CH:7]=[CH:6][CH:5]=[CH:4][CH:3]=1. Given the reactants [C:1]([N:9]=[C:10]=[S:11])(=[O:8])[C:2]1[CH:7]=[CH:6][CH:5]=[CH:4][CH:3]=1.[NH2:12][C:13]1([C:30]2[CH:35]=[CH:34][CH:33]=[CH:32][CH:31]=2)[CH:17]([CH2:18][OH:19])[CH2:16][N:15]([C:20]([O:22][CH2:23][C:24]2[CH:29]=[CH:28][CH:27]=[CH:26][CH:25]=2)=[O:21])[CH2:14]1, predict the reaction product. (5) Given the reactants Br[CH2:2][C:3]1([CH2:11][O:12][Si:13]([C:26]([CH3:29])([CH3:28])[CH3:27])([C:20]2[CH:25]=[CH:24][CH:23]=[CH:22][CH:21]=2)[C:14]2[CH:19]=[CH:18][CH:17]=[CH:16][CH:15]=2)[CH2:8][O:7][C:6]([CH3:10])([CH3:9])[O:5][CH2:4]1.[N+:30]([C:33]1[NH:34][CH:35]=[CH:36][N:37]=1)([O-:32])=[O:31].C(=O)([O-])[O-].[K+].[K+].O, predict the reaction product. The product is: [O:12]([CH2:11][C:3]1([CH2:2][N:34]2[CH:35]=[CH:36][N:37]=[C:33]2[N+:30]([O-:32])=[O:31])[CH2:4][O:5][C:6]([CH3:10])([CH3:9])[O:7][CH2:8]1)[Si:13]([C:26]([CH3:27])([CH3:29])[CH3:28])([C:20]1[CH:25]=[CH:24][CH:23]=[CH:22][CH:21]=1)[C:14]1[CH:15]=[CH:16][CH:17]=[CH:18][CH:19]=1. (6) Given the reactants [CH2:1]([N:6]1[C:14]2[N:13]=[CH:12][NH:11][C:10]=2[C:9](=[O:15])[NH:8][C:7]1=S)[CH2:2][CH2:3][CH2:4][CH3:5].[NH2:17][NH2:18], predict the reaction product. The product is: [CH2:1]([N:6]1[C:14]2[N:13]=[CH:12][NH:11][C:10]=2[C:9](=[O:15])[NH:8]/[C:7]/1=[N:17]\[NH2:18])[CH2:2][CH2:3][CH2:4][CH3:5]. (7) Given the reactants C(OC([N:8]1[CH2:14][C:13]([F:16])([F:15])[CH2:12][O:11][CH2:10][CH2:9]1)=O)(C)(C)C, predict the reaction product. The product is: [F:15][C:13]1([F:16])[CH2:12][O:11][CH2:10][CH2:9][NH:8][CH2:14]1. (8) The product is: [C:13]1([C:30]2[CH:31]=[CH:32][CH:33]=[CH:34][CH:35]=2)[CH:18]=[CH:17][CH:16]=[CH:15][C:14]=1[C:19]1[CH:27]=[CH:26][CH:25]=[C:24]2[C:20]=1[CH2:21][C:22]([CH3:29])=[CH:23]2. Given the reactants O.C1(C)C=CC(S(O)(=O)=O)=CC=1.[C:13]1([C:30]2[CH:35]=[CH:34][CH:33]=[CH:32][CH:31]=2)[CH:18]=[CH:17][CH:16]=[CH:15][C:14]=1[C:19]1[CH:27]=[CH:26][CH:25]=[C:24]2[C:20]=1[CH2:21][CH:22]([CH3:29])[CH:23]2O, predict the reaction product. (9) Given the reactants [NH2:1][CH2:2][C:3]1[CH:4]=[CH:5][C:6]([CH2:11][N:12]([CH2:21][C:22]2[C:27]([CH3:28])=[CH:26][CH:25]=[CH:24][N:23]=2)[C@H:13]([C:15]2[CH:20]=[CH:19][CH:18]=[CH:17][N:16]=2)[CH3:14])=[C:7]([CH2:9][OH:10])[CH:8]=1.[CH3:29][C:30](OC(C)=O)=[O:31].CCN(CC)CC.C([O-])(O)=O.[Na+], predict the reaction product. The product is: [OH:10][CH2:9][C:7]1[CH:8]=[C:3]([CH:4]=[CH:5][C:6]=1[CH2:11][N:12]([CH2:21][C:22]1[C:27]([CH3:28])=[CH:26][CH:25]=[CH:24][N:23]=1)[CH:13]([C:15]1[CH:20]=[CH:19][CH:18]=[CH:17][N:16]=1)[CH3:14])[CH2:2][NH:1][C:30](=[O:31])[CH3:29]. (10) Given the reactants [NH:1]([C:31]([O:33][CH2:34][CH:35]1[C:47]2[C:42](=[CH:43][CH:44]=[CH:45][CH:46]=2)[C:41]2[C:36]1=[CH:37][CH:38]=[CH:39][CH:40]=2)=[O:32])[C@H:2]([C:10]([NH:12][CH2:13][C:14]([NH:16][CH2:17][CH2:18][CH2:19][CH2:20][CH2:21][CH2:22][NH:23]C(OC(C)(C)C)=O)=[O:15])=[O:11])[CH2:3][C:4]1[CH:9]=[CH:8][CH:7]=[CH:6][CH:5]=1.[F:48][C:49]([F:54])([F:53])[C:50]([OH:52])=[O:51], predict the reaction product. The product is: [NH:1]([C:31]([O:33][CH2:34][CH:35]1[C:36]2[C:41](=[CH:40][CH:39]=[CH:38][CH:37]=2)[C:42]2[C:47]1=[CH:46][CH:45]=[CH:44][CH:43]=2)=[O:32])[C@H:2]([C:10]([NH:12][CH2:13][C:14]([NH:16][CH2:17][CH2:18][CH2:19][CH2:20][CH2:21][CH2:22][NH2:23])=[O:15])=[O:11])[CH2:3][C:4]1[CH:5]=[CH:6][CH:7]=[CH:8][CH:9]=1.[F:48][C:49]([C:50]([OH:52])=[O:51])([F:54])[F:53].